Dataset: Reaction yield outcomes from USPTO patents with 853,638 reactions. Task: Predict the reaction yield, written as a fraction of the theoretical maximum amount of product (1.0 means a 100% yield; for example, 0.34 means a 34% yield). (1) The reactants are F[P-](F)(F)(F)(F)F.[N:8]1([O:17][C:18](N(C)C)=[N+](C)C)[C:12]2C=CC=CC=2N=N1.Cl.CONC.CN(C)C=O.[F:35][C:36]1[CH:37]=[C:38](/[CH:43]=[CH:44]/[C:45]([OH:47])=O)[CH:39]=[CH:40][C:41]=1[F:42]. The catalyst is O1CCCC1.C(OCC)(=O)C. The product is [F:35][C:36]1[CH:37]=[C:38](/[CH:43]=[CH:44]/[C:45]([N:8]([O:17][CH3:18])[CH3:12])=[O:47])[CH:39]=[CH:40][C:41]=1[F:42]. The yield is 0.390. (2) The reactants are Br[C:2]1[S:3][C:4]([C:15]([O:17][CH2:18][CH3:19])=[O:16])=[C:5]([CH2:7][C:8]2[CH:13]=[CH:12][C:11]([Cl:14])=[CH:10][CH:9]=2)[N:6]=1.C(=O)([O-])[O-].[K+].[K+].[NH:26]1[CH2:31][CH2:30][O:29][CH2:28][CH2:27]1. The catalyst is CN1CCCC1=O. The product is [Cl:14][C:11]1[CH:12]=[CH:13][C:8]([CH2:7][C:5]2[N:6]=[C:2]([N:26]3[CH2:31][CH2:30][O:29][CH2:28][CH2:27]3)[S:3][C:4]=2[C:15]([O:17][CH2:18][CH3:19])=[O:16])=[CH:9][CH:10]=1. The yield is 0.800. (3) The reactants are [H-].[Na+].[Cl:3][C:4]1[CH:5]=[C:6]([C@H:10]([OH:24])[C@@H:11]2[CH2:16][CH2:15][CH2:14][N:13]([C:17]([O:19][C:20]([CH3:23])([CH3:22])[CH3:21])=[O:18])[CH2:12]2)[CH:7]=[CH:8][CH:9]=1.Br[CH2:26][C:27]([O:29][CH2:30][CH3:31])=[O:28].[NH4+].[Cl-]. The catalyst is CN(C=O)C.CCOC(C)=O. The product is [Cl:3][C:4]1[CH:5]=[C:6]([C@H:10]([O:24][CH2:26][C:27]([O:29][CH2:30][CH3:31])=[O:28])[C@@H:11]2[CH2:16][CH2:15][CH2:14][N:13]([C:17]([O:19][C:20]([CH3:21])([CH3:23])[CH3:22])=[O:18])[CH2:12]2)[CH:7]=[CH:8][CH:9]=1. The yield is 0.640. (4) The reactants are [CH:1]1([C:7]2[C:15]3[C:10](=[CH:11][C:12]([C:16]([O:18][CH3:19])=[O:17])=[CH:13][CH:14]=3)[NH:9][C:8]=2[C:20]2[CH:25]=[CH:24][CH:23]=[CH:22][C:21]=2[OH:26])[CH2:6][CH2:5][CH2:4][CH2:3][CH2:2]1.[F-].[Cs+].[N+](C1C=CC(S(O[CH2:42][C@H:43]2[CH2:45][N:44]2[C:46]([O:48][C:49]([CH3:52])([CH3:51])[CH3:50])=[O:47])(=O)=O)=CC=1)([O-])=O.CC([O-])(C)C.[K+]. The catalyst is CN(C=O)C. The product is [C:49]([O:48][C:46]([NH:44][C@@H:43]1[CH2:45][N:9]2[C:10]3[CH:11]=[C:12]([C:16]([O:18][CH3:19])=[O:17])[CH:13]=[CH:14][C:15]=3[C:7]([CH:1]3[CH2:6][CH2:5][CH2:4][CH2:3][CH2:2]3)=[C:8]2[C:20]2[CH:25]=[CH:24][CH:23]=[CH:22][C:21]=2[O:26][CH2:42]1)=[O:47])([CH3:52])([CH3:51])[CH3:50]. The yield is 0.850. (5) The reactants are [NH2:1][C@:2]12[CH2:45][CH2:44][C@@H:43]([C:46]([CH3:48])=[CH2:47])[C@@H:3]1[C@@H:4]1[C@@:17]([CH3:20])([CH2:18][CH2:19]2)[C@@:16]2([CH3:21])[C@@H:7]([C@:8]3([CH3:42])[C@@H:13]([CH2:14][CH2:15]2)[C:12]([CH3:23])([CH3:22])[C:11]([C:24]2[CH2:29][CH2:28][C@@:27]([CH2:40][F:41])([C:30]([O:32][CH2:33][C:34]4[CH:39]=[CH:38][CH:37]=[CH:36][CH:35]=4)=[O:31])[CH2:26][CH:25]=2)=[CH:10][CH2:9]3)[CH2:6][CH2:5]1.Br[CH2:50][CH2:51][C:52]([CH3:55])([OH:54])[CH3:53].[O-]P([O-])([O-])=O.[K+].[K+].[K+].[I-].[K+]. The catalyst is C(#N)C. The product is [F:41][CH2:40][C@@:27]1([C:30]([O:32][CH2:33][C:34]2[CH:35]=[CH:36][CH:37]=[CH:38][CH:39]=2)=[O:31])[CH2:28][CH2:29][C:24]([C:11]2[C:12]([CH3:22])([CH3:23])[C@H:13]3[C@:8]([CH3:42])([CH2:9][CH:10]=2)[C@@H:7]2[C@:16]([CH3:21])([C@@:17]4([CH3:20])[C@H:4]([CH2:5][CH2:6]2)[C@H:3]2[C@H:43]([C:46]([CH3:48])=[CH2:47])[CH2:44][CH2:45][C@:2]2([NH:1][CH2:50][CH2:51][C:52]([OH:54])([CH3:55])[CH3:53])[CH2:19][CH2:18]4)[CH2:15][CH2:14]3)=[CH:25][CH2:26]1. The yield is 0.720. (6) The reactants are [Cl:1][C:2]1[C:3]([O:17][CH:18]([CH3:20])[CH3:19])=[N:4][CH:5]=[C:6](B2OC(C)(C)C(C)(C)O2)[CH:7]=1.[OH-:21].[Na+].OO. The catalyst is C1COCC1. The product is [Cl:1][C:2]1[CH:7]=[C:6]([OH:21])[CH:5]=[N:4][C:3]=1[O:17][CH:18]([CH3:20])[CH3:19]. The yield is 0.320. (7) The reactants are C([O:9][CH2:10][C:11]1[S:12][CH:13]=[C:14](/[CH:16]=[CH:17]/[C:18]2[C:19]([O:29][CH2:30][C:31]3[CH:36]=[CH:35][C:34]([O:37][CH2:38][C:39]4[N:40]=[C:41]([C:45]5[CH:50]=[CH:49][C:48]([CH2:51][C:52]([O:54]CC)=[O:53])=[CH:47][CH:46]=5)[O:42][C:43]=4[CH3:44])=[C:33]([O:57][CH3:58])[CH:32]=3)=[N:20][N:21]([C:23]3[CH:28]=[CH:27][CH:26]=[CH:25][CH:24]=3)[CH:22]=2)[N:15]=1)(=O)C1C=CC=CC=1.O1CCCC1.[OH-].[Na+].Cl. The catalyst is O.C(O)C. The product is [OH:9][CH2:10][C:11]1[S:12][CH:13]=[C:14](/[CH:16]=[CH:17]/[C:18]2[C:19]([O:29][CH2:30][C:31]3[CH:36]=[CH:35][C:34]([O:37][CH2:38][C:39]4[N:40]=[C:41]([C:45]5[CH:46]=[CH:47][C:48]([CH2:51][C:52]([OH:54])=[O:53])=[CH:49][CH:50]=5)[O:42][C:43]=4[CH3:44])=[C:33]([O:57][CH3:58])[CH:32]=3)=[N:20][N:21]([C:23]3[CH:28]=[CH:27][CH:26]=[CH:25][CH:24]=3)[CH:22]=2)[N:15]=1. The yield is 0.900.